This data is from Forward reaction prediction with 1.9M reactions from USPTO patents (1976-2016). The task is: Predict the product of the given reaction. (1) Given the reactants [CH2:1]([N:8]1[CH2:17][CH:16]([C:18]2[CH:23]=[CH:22][C:21]([O:24][CH3:25])=[CH:20][CH:19]=2)[C:15]2[C:10](=[CH:11][C:12]([O:26][CH2:27][CH2:28][CH2:29][N:30]3[CH2:35][CH2:34][CH2:33][CH2:32][CH2:31]3)=[CH:13][CH:14]=2)[CH2:9]1)[C:2]1C=CC=CC=1.C(O)(C(F)(F)F)=O, predict the reaction product. The product is: [CH2:1]([N:8]1[CH2:17][CH:16]([C:18]2[CH:19]=[CH:20][C:21]([O:24][CH3:25])=[CH:22][CH:23]=2)[C:15]2[C:10](=[CH:11][C:12]([O:26][CH2:27][CH2:28][CH2:29][N:30]3[CH2:31][CH2:32][CH2:33][CH2:34][CH2:35]3)=[CH:13][CH:14]=2)[CH2:9]1)[CH3:2]. (2) Given the reactants [C:1]([OH:13])(=[O:12])[CH2:2][CH2:3][CH2:4][CH2:5][CH2:6][CH2:7][CH2:8][CH2:9][CH2:10][CH3:11].[CH2:14](Cl)[CH2:15]Cl.[CH3:18][C:19]([OH:21])=[O:20], predict the reaction product. The product is: [C:1]([O:13][C@H:1]([CH2:2][CH2:3][CH2:4][CH2:5][CH2:6][CH2:7][CH2:8][CH2:9][CH2:10][CH2:14][CH3:15])[CH2:18][C:19]([OH:21])=[O:20])(=[O:12])[CH2:2][CH2:3][CH2:4][CH2:5][CH2:6][CH2:7][CH2:8][CH2:9][CH2:10][CH3:11]. (3) The product is: [CH3:1][O:2][C:3](=[O:12])[CH2:4][C:5]1[CH:10]=[CH:9][N:8]=[C:7]([C:19]2[CH:18]=[CH:17][C:16]([O:15][C:14]([F:13])([F:25])[F:26])=[CH:21][CH:20]=2)[CH:6]=1. Given the reactants [CH3:1][O:2][C:3](=[O:12])[CH2:4][C:5]1[CH:10]=[CH:9][N:8]=[C:7](Cl)[CH:6]=1.[F:13][C:14]([F:26])([F:25])[O:15][C:16]1[CH:21]=[CH:20][C:19](B(O)O)=[CH:18][CH:17]=1.P([O-])([O-])([O-])=O.[K+].[K+].[K+].C(Cl)Cl.N#N, predict the reaction product. (4) The product is: [C:1]([C:3]1[C:11]([CH2:12][C:13]2[CH:14]=[CH:15][C:16]([N:19]3[CH:23]=[CH:22][CH:21]=[N:20]3)=[CH:17][CH:18]=2)=[CH:10][C:6]([C:7]([NH:28][C@@H:29]2[CH2:34][CH2:33][CH2:32][CH2:31][C@H:30]2[OH:35])=[O:9])=[C:5]([CH:24]=[CH2:25])[C:4]=1[CH3:26])#[N:2]. Given the reactants [C:1]([C:3]1[C:11]([CH2:12][C:13]2[CH:18]=[CH:17][C:16]([N:19]3[CH:23]=[CH:22][CH:21]=[N:20]3)=[CH:15][CH:14]=2)=[CH:10][C:6]([C:7]([OH:9])=O)=[C:5]([CH:24]=[CH2:25])[C:4]=1[CH3:26])#[N:2].Cl.[NH2:28][C@@H:29]1[CH2:34][CH2:33][CH2:32][CH2:31][C@H:30]1[OH:35].ON1C2C=CC=CC=2N=N1.Cl.CN(C)CCCN=C=NCC.Cl, predict the reaction product. (5) Given the reactants [Br:1][C:2]1[CH:6]=[C:5]([C:7]([OH:9])=O)[N:4]([C:10]2[C:15]([Cl:16])=[CH:14][CH:13]=[CH:12][N:11]=2)[N:3]=1.N1C=CC=C(C)C=1.CS(Cl)(=O)=O.[NH2:29][C:30]1[C:42]([CH3:43])=[CH:41][C:40]([Cl:44])=[CH:39][C:31]=1[C:32]([NH:34][CH2:35][CH:36]1[CH2:38][CH2:37]1)=[O:33], predict the reaction product. The product is: [Br:1][C:2]1[CH:6]=[C:5]([C:7]([NH:29][C:30]2[C:42]([CH3:43])=[CH:41][C:40]([Cl:44])=[CH:39][C:31]=2[C:32]([NH:34][CH2:35][CH:36]2[CH2:38][CH2:37]2)=[O:33])=[O:9])[N:4]([C:10]2[C:15]([Cl:16])=[CH:14][CH:13]=[CH:12][N:11]=2)[N:3]=1.